From a dataset of Catalyst prediction with 721,799 reactions and 888 catalyst types from USPTO. Predict which catalyst facilitates the given reaction. Reactant: [Br:1][C:2]1[CH:7]=[CH:6][C:5]([C:8](=[CH2:13])[C:9]([O:11][CH3:12])=[O:10])=[C:4]([N+:14]([O-:16])=[O:15])[CH:3]=1.C1C=C(Cl)C=C(C(OO)=[O:25])C=1. Product: [Br:1][C:2]1[CH:7]=[CH:6][C:5]([C:8]2([C:9]([O:11][CH3:12])=[O:10])[CH2:13][O:25]2)=[C:4]([N+:14]([O-:16])=[O:15])[CH:3]=1. The catalyst class is: 22.